From a dataset of Catalyst prediction with 721,799 reactions and 888 catalyst types from USPTO. Predict which catalyst facilitates the given reaction. Reactant: [NH:1]1[CH2:6][CH2:5][O:4][CH2:3][CH2:2]1.CCN(C(C)C)C(C)C.[Cl:16][C:17]1[N:22]=[C:21](Cl)[C:20]([F:24])=[CH:19][N:18]=1. Product: [Cl:16][C:17]1[N:22]=[C:21]([N:1]2[CH2:6][CH2:5][O:4][CH2:3][CH2:2]2)[C:20]([F:24])=[CH:19][N:18]=1. The catalyst class is: 14.